This data is from Reaction yield outcomes from USPTO patents with 853,638 reactions. The task is: Predict the reaction yield, written as a fraction of the theoretical maximum amount of product (1.0 means a 100% yield; for example, 0.34 means a 34% yield). The reactants are [C:1]1([C:8]2[CH:13]=[CH:12][CH:11]=[CH:10][CH:9]=2)[CH:6]=[CH:5][C:4]([OH:7])=[CH:3][CH:2]=1.Br[CH2:15][CH2:16][CH2:17][C:18]([O:20][CH3:21])=[O:19].C([O-])([O-])=O.[Cs+].[Cs+]. The catalyst is CN(C=O)C.O. The product is [C:1]1([C:8]2[CH:13]=[CH:12][CH:11]=[CH:10][CH:9]=2)[CH:2]=[CH:3][C:4]([O:7][CH2:15][CH2:16][CH2:17][C:18]([O:20][CH3:21])=[O:19])=[CH:5][CH:6]=1. The yield is 0.940.